Predict the reaction yield, written as a fraction of the theoretical maximum amount of product (1.0 means a 100% yield; for example, 0.34 means a 34% yield). From a dataset of Reaction yield outcomes from USPTO patents with 853,638 reactions. The reactants are [Br:1][C:2]1[CH:6]=[N:5][N:4]([CH3:7])[C:3]=1[C:8]1[CH:9]=[C:10]([NH2:20])[CH:11]=[CH:12][C:13]=1[O:14][CH2:15][CH2:16][N:17]([CH3:19])[CH3:18].[Cl:21][C:22]1[CH:27]=[CH:26][C:25]([N:28]=[C:29]=[O:30])=[CH:24][CH:23]=1. The catalyst is C(Cl)Cl. The product is [Br:1][C:2]1[CH:6]=[N:5][N:4]([CH3:7])[C:3]=1[C:8]1[CH:9]=[C:10]([NH:20][C:29]([NH:28][C:25]2[CH:26]=[CH:27][C:22]([Cl:21])=[CH:23][CH:24]=2)=[O:30])[CH:11]=[CH:12][C:13]=1[O:14][CH2:15][CH2:16][N:17]([CH3:18])[CH3:19]. The yield is 0.850.